This data is from Peptide-MHC class I binding affinity with 185,985 pairs from IEDB/IMGT. The task is: Regression. Given a peptide amino acid sequence and an MHC pseudo amino acid sequence, predict their binding affinity value. This is MHC class I binding data. (1) The peptide sequence is LLPYPIAGC. The MHC is HLA-B44:02 with pseudo-sequence HLA-B44:02. The binding affinity (normalized) is 0.0847. (2) The peptide sequence is NYLKNKKSM. The MHC is H-2-Db with pseudo-sequence H-2-Db. The binding affinity (normalized) is 0.143. (3) The peptide sequence is ELADQLIHL. The MHC is HLA-A69:01 with pseudo-sequence HLA-A69:01. The binding affinity (normalized) is 1.00. (4) The peptide sequence is QLPRDRFKR. The MHC is HLA-A11:01 with pseudo-sequence HLA-A11:01. The binding affinity (normalized) is 0.0209. (5) The peptide sequence is KEKGGLEGL. The MHC is HLA-A26:01 with pseudo-sequence HLA-A26:01. The binding affinity (normalized) is 0. (6) The peptide sequence is TTTDGYAHV. The MHC is HLA-B18:01 with pseudo-sequence HLA-B18:01. The binding affinity (normalized) is 0.0847.